Dataset: Full USPTO retrosynthesis dataset with 1.9M reactions from patents (1976-2016). Task: Predict the reactants needed to synthesize the given product. (1) Given the product [CH3:8][N:6]1[C:5](=[O:9])[C:4]([NH:10][C:11]2[CH:16]=[CH:15][C:14]([C:17]([N:19]3[CH2:24][CH2:23][O:22][CH2:21][C@H:20]3[CH3:25])=[O:18])=[CH:13][N:12]=2)=[CH:3][C:2]([B:26]([OH:30])[OH:27])=[CH:7]1, predict the reactants needed to synthesize it. The reactants are: Br[C:2]1[CH:3]=[C:4]([NH:10][C:11]2[CH:16]=[CH:15][C:14]([C:17]([N:19]3[CH2:24][CH2:23][O:22][CH2:21][C@H:20]3[CH3:25])=[O:18])=[CH:13][N:12]=2)[C:5](=[O:9])[N:6]([CH3:8])[CH:7]=1.[B:26]1(B2OC(C)(C)C(C)(C)O2)[O:30]C(C)(C)C(C)(C)[O:27]1.CC(C1C=C(C(C)C)C(C2C=CC=CC=2P(C2CCCCC2)C2CCCCC2)=C(C(C)C)C=1)C.C([O-])(=O)C.[K+]. (2) Given the product [F:19][C:20]([F:31])([F:30])[C:21]([C:11]1[N:12]=[CH:13][N:14]2[CH:18]=[CH:17][S:16][C:15]=12)=[O:22], predict the reactants needed to synthesize it. The reactants are: C([Mg]Br)C.C1COCC1.I[C:11]1[N:12]=[CH:13][N:14]2[CH:18]=[CH:17][S:16][C:15]=12.[F:19][C:20]([F:31])([F:30])[C:21](O[C:21](=[O:22])[C:20]([F:31])([F:30])[F:19])=[O:22].[Cl-].[NH4+]. (3) Given the product [CH3:13][N:6]1[C:5]2[S:4][CH:3]=[C:2]([CH3:1])[C:10]=2[S:9](=[O:12])(=[O:11])[N:8]=[CH:7]1, predict the reactants needed to synthesize it. The reactants are: [CH3:1][C:2]1[C:10]2[S:9](=[O:12])(=[O:11])[N:8]=[CH:7][NH:6][C:5]=2[S:4][CH:3]=1.[C:13](=O)([O-])[O-].[K+].[K+].IC. (4) Given the product [ClH:1].[CH3:14][O:12][C:11](=[O:13])[C@@H:3]([CH2:4][C:5]1[CH:10]=[CH:9][CH:8]=[CH:7][CH:6]=1)[NH2:2], predict the reactants needed to synthesize it. The reactants are: [ClH:1].[NH2:2][C@@H:3]([C:11]([OH:13])=[O:12])[CH2:4][C:5]1[CH:10]=[CH:9][CH:8]=[CH:7][CH:6]=1.[C:14]1(C)C=CC=CC=1. (5) Given the product [Cl:36][C:30]1[CH:31]=[C:32]([Cl:35])[CH:33]=[CH:34][C:29]=1[C:27]1[N:28]=[C:24]([CH2:23][C:20]2[CH:19]=[CH:18][C:17]([C:14]3[CH:13]=[CH:12][C:11]([O:10][C:8]4[CH:7]=[CH:6][C:5]([NH:39][C:42]([O:44][CH3:45])=[O:43])=[C:4]([CH:9]=4)[C:3]([OH:2])=[O:40])=[CH:16][CH:15]=3)=[CH:22][CH:21]=2)[N:25]([CH2:37][CH3:38])[CH:26]=1, predict the reactants needed to synthesize it. The reactants are: C[O:2][C:3](=[O:40])[C:4]1[CH:9]=[C:8]([O:10][C:11]2[CH:16]=[CH:15][C:14]([C:17]3[CH:22]=[CH:21][C:20]([CH2:23][C:24]4[N:25]([CH2:37][CH3:38])[CH:26]=[C:27]([C:29]5[CH:34]=[CH:33][C:32]([Cl:35])=[CH:31][C:30]=5[Cl:36])[N:28]=4)=[CH:19][CH:18]=3)=[CH:13][CH:12]=2)[CH:7]=[CH:6][C:5]=1[NH2:39].Cl[C:42]([O:44][CH3:45])=[O:43].CCN(C(C)C)C(C)C. (6) Given the product [C:1]([O:5][C:6](=[O:26])[NH:7][C:8]1[CH:13]=[CH:12][C:11]([C:14]#[C:15][C:16]2[CH:21]=[CH:20][C:19]([CH3:22])=[CH:18][CH:17]=2)=[CH:10][C:9]=1[NH2:23])([CH3:4])([CH3:2])[CH3:3], predict the reactants needed to synthesize it. The reactants are: [C:1]([O:5][C:6](=[O:26])[NH:7][C:8]1[CH:13]=[CH:12][C:11]([C:14]#[C:15][C:16]2[CH:21]=[CH:20][C:19]([CH3:22])=[CH:18][CH:17]=2)=[CH:10][C:9]=1[N+:23]([O-])=O)([CH3:4])([CH3:3])[CH3:2].O.O.Cl[Sn]Cl. (7) Given the product [F:1][C:2]([F:27])([F:28])[C:3]1[CH:4]=[C:5]([CH:20]=[C:21]([C:23]([F:25])([F:26])[F:24])[CH:22]=1)[CH2:6][O:7][CH2:8][C:9]([C:14]1[CH:15]=[CH:16][CH:17]=[CH:18][CH:19]=1)=[O:10], predict the reactants needed to synthesize it. The reactants are: [F:1][C:2]([F:28])([F:27])[C:3]1[CH:4]=[C:5]([CH:20]=[C:21]([C:23]([F:26])([F:25])[F:24])[CH:22]=1)[CH2:6][O:7][CH2:8][C:9]1([C:14]2[CH:19]=[CH:18][CH:17]=[CH:16][CH:15]=2)OCC[O:10]1.Cl. (8) Given the product [CH2:1]([NH:8][C:9]([C:11]1[S:15][C:14]([N:16]2[CH2:21][CH2:20][CH2:19][CH:18]([CH2:25][C:26]3[CH:31]=[CH:30][C:29]([F:32])=[CH:28][CH:27]=3)[C:17]2=[O:22])=[N:13][C:12]=1[CH3:23])=[O:10])[C:2]1[CH:7]=[CH:6][CH:5]=[CH:4][CH:3]=1, predict the reactants needed to synthesize it. The reactants are: [CH2:1]([NH:8][C:9]([C:11]1[S:15][C:14]([N:16]2[CH2:21][CH2:20][CH2:19][CH2:18][C:17]2=[O:22])=[N:13][C:12]=1[CH3:23])=[O:10])[C:2]1[CH:7]=[CH:6][CH:5]=[CH:4][CH:3]=1.Br[CH2:25][C:26]1[CH:31]=[CH:30][C:29]([F:32])=[CH:28][CH:27]=1. (9) Given the product [CH:18]1([CH2:17][O:16][C:7]2[N:6]=[C:5]([C:3]([OH:4])=[O:2])[CH:10]=[CH:9][C:8]=2[CH:11]2[CH2:15][CH2:14][O:13][CH2:12]2)[CH2:19][CH2:20]1.[CH:38]1([CH2:37][O:36][C:27]2[N:26]=[C:25]([C:23]([OH:24])=[O:22])[CH:30]=[CH:29][C:28]=2[CH:31]2[CH2:35][CH2:34][CH2:33][O:32]2)[CH2:39][CH2:40]1, predict the reactants needed to synthesize it. The reactants are: C[O:2][C:3]([C:5]1[CH:10]=[CH:9][C:8]([CH:11]2[CH2:15][CH2:14][O:13][CH2:12]2)=[C:7]([O:16][CH2:17][CH:18]2[CH2:20][CH2:19]2)[N:6]=1)=[O:4].C[O:22][C:23]([C:25]1[CH:30]=[CH:29][C:28]([CH:31]2[CH2:35][CH2:34][CH2:33][O:32]2)=[C:27]([O:36][CH2:37][CH:38]2[CH2:40][CH2:39]2)[N:26]=1)=[O:24].[OH-].[Na+]. (10) Given the product [Cl:1][C:2]1[CH:3]=[CH:4][C:5]2[O:18][CH2:19][N:9]3[C:10]4[CH:11]=[CH:12][CH:13]=[CH:14][C:15]=4[C:16]([Cl:17])=[C:8]3[C:6]=2[N:7]=1, predict the reactants needed to synthesize it. The reactants are: [Cl:1][C:2]1[N:7]=[C:6]([C:8]2[NH:9][C:10]3[C:15]([C:16]=2[Cl:17])=[CH:14][CH:13]=[CH:12][CH:11]=3)[C:5]([OH:18])=[CH:4][CH:3]=1.[C:19]([O-])([O-])=O.[Cs+].[Cs+].ClCI.